From a dataset of Forward reaction prediction with 1.9M reactions from USPTO patents (1976-2016). Predict the product of the given reaction. (1) Given the reactants [F:1][C:2]1[CH:7]=[CH:6][C:5]([C:8]2[O:9][C:10]3[CH:20]=[CH:19][C:18]([C:21]4[CH:22]=[C:23]([CH:27]=[CH:28][CH:29]=4)[C:24](O)=[O:25])=[CH:17][C:11]=3[C:12]=2[C:13](=[O:16])[NH:14][CH3:15])=[CH:4][CH:3]=1.CCN=C=NCCCN(C)C.Cl.[C:42]([S:46]([NH2:49])(=[O:48])=[O:47])([CH3:45])([CH3:44])[CH3:43].ClCCCl, predict the reaction product. The product is: [C:42]([S:46]([NH:49][C:24]([C:23]1[CH:22]=[C:21]([C:18]2[CH:19]=[CH:20][C:10]3[O:9][C:8]([C:5]4[CH:6]=[CH:7][C:2]([F:1])=[CH:3][CH:4]=4)=[C:12]([C:13]([NH:14][CH3:15])=[O:16])[C:11]=3[CH:17]=2)[CH:29]=[CH:28][CH:27]=1)=[O:25])(=[O:48])=[O:47])([CH3:45])([CH3:44])[CH3:43]. (2) Given the reactants C(OC(=O)[NH:7][C@H:8]1[C:17]2[C:12](=[CH:13][C:14]([CH2:18][CH2:19][N:20]3[CH2:25][CH2:24][CH2:23][CH2:22][CH2:21]3)=[CH:15][CH:16]=2)[CH2:11][CH2:10][CH2:9]1)(C)(C)C.C(O)(C(F)(F)F)=O, predict the reaction product. The product is: [N:20]1([CH2:19][CH2:18][C:14]2[CH:13]=[C:12]3[C:17](=[CH:16][CH:15]=2)[C@H:8]([NH2:7])[CH2:9][CH2:10][CH2:11]3)[CH2:21][CH2:22][CH2:23][CH2:24][CH2:25]1. (3) The product is: [CH3:16][O:15][C:10]1[N:9]=[C:8]2[C:13]([CH:14]=[C:5]([C:3]([OH:4])=[O:2])[C:6](=[O:17])[NH:7]2)=[CH:12][CH:11]=1. Given the reactants C[O:2][C:3]([C:5]1[C:6](=[O:17])[NH:7][C:8]2[C:13]([CH:14]=1)=[CH:12][CH:11]=[C:10]([O:15][CH3:16])[N:9]=2)=[O:4].[OH-].[Na+], predict the reaction product. (4) Given the reactants Cl[S:2]([C:5]1[CH:6]=[C:7]2[C:11](=[CH:12][CH:13]=1)[NH:10][C:9](=[O:14])[CH2:8]2)(=[O:4])=[O:3].[NH2:15][C:16]1[CH:21]=[CH:20][CH:19]=[CH:18][CH:17]=1.N1C=CC=CC=1.C(OCC)(=O)C, predict the reaction product. The product is: [C:16]1([NH:15][S:2]([C:5]2[CH:6]=[C:7]3[C:11](=[CH:12][CH:13]=2)[NH:10][C:9](=[O:14])[CH2:8]3)(=[O:4])=[O:3])[CH:21]=[CH:20][CH:19]=[CH:18][CH:17]=1. (5) Given the reactants [NH2:1][C:2]1[CH:34]=[CH:33][C:5]([C:6]([O:8][CH2:9][CH2:10][O:11][C:12](=[O:32])[CH2:13][CH2:14][C@H:15]([N:19]2[C:31]3[CH:30]=[CH:29][CH:28]=[CH:27][C:26]=3[C:25]3[C:20]2=[CH:21][CH:22]=[CH:23][CH:24]=3)[C:16]([OH:18])=[O:17])=[O:7])=[CH:4][CH:3]=1.Cl.N([O-])=O.[Na+].[N-:40]=[N+:41]=[N-].[Na+], predict the reaction product. The product is: [N:1]([C:2]1[CH:3]=[CH:4][C:5]([C:6]([O:8][CH2:9][CH2:10][O:11][C:12](=[O:32])[CH2:13][CH2:14][C@H:15]([N:19]2[C:20]3[CH:21]=[CH:22][CH:23]=[CH:24][C:25]=3[C:26]3[C:31]2=[CH:30][CH:29]=[CH:28][CH:27]=3)[C:16]([OH:18])=[O:17])=[O:7])=[CH:33][CH:34]=1)=[N+:40]=[N-:41]. (6) Given the reactants [CH:1]([N:4]1[CH2:9][CH2:8][CH:7]([C:10]([NH:12][OH:13])=[NH:11])[CH2:6][CH2:5]1)([CH3:3])[CH3:2].[C:14]([CH:18]1[CH2:23][CH2:22][CH:21]([C:24]([Cl:26])=O)[CH2:20][CH2:19]1)([CH3:17])([CH3:16])[CH3:15], predict the reaction product. The product is: [ClH:26].[CH:1]([N:4]1[CH2:9][CH2:8][CH:7]([C:10]2[N:11]=[C:24]([CH:21]3[CH2:22][CH2:23][CH:18]([C:14]([CH3:15])([CH3:17])[CH3:16])[CH2:19][CH2:20]3)[O:13][N:12]=2)[CH2:6][CH2:5]1)([CH3:3])[CH3:2].